This data is from Forward reaction prediction with 1.9M reactions from USPTO patents (1976-2016). The task is: Predict the product of the given reaction. (1) Given the reactants Cl[C:2]1[N:3]=[C:4]([N:14]2[CH2:19][CH2:18][O:17][CH2:16][CH2:15]2)[C:5]2[S:10][C:9]([CH2:11][NH:12][CH3:13])=[CH:8][C:6]=2[N:7]=1.CC1(C)C(C)(C)OB([C:28]2[CH:36]=[CH:35][CH:34]=[C:33]3[C:29]=2[CH:30]=[N:31][NH:32]3)O1, predict the reaction product. The product is: [NH:32]1[C:33]2[C:29](=[C:28]([C:2]3[N:3]=[C:4]([N:14]4[CH2:19][CH2:18][O:17][CH2:16][CH2:15]4)[C:5]4[S:10][C:9]([CH2:11][NH:12][CH3:13])=[CH:8][C:6]=4[N:7]=3)[CH:36]=[CH:35][CH:34]=2)[CH:30]=[N:31]1. (2) Given the reactants C(N(CC)CC)C.[F:8][C:9]1[CH:14]=[CH:13][C:12]([S:15](Cl)(=[O:17])=[O:16])=[CH:11][CH:10]=1.Cl.Cl.[Cl:21][C:22]1[CH:23]=[C:24]([CH:47]=[CH:48][C:49]=1[Cl:50])[CH2:25][N:26]1[CH2:31][CH2:30][N:29]([CH2:32][C@@H:33]([NH:37]C(=O)C2C=CC(C)=CC=2)[CH:34]([CH3:36])[CH3:35])[CH2:28][CH2:27]1, predict the reaction product. The product is: [Cl:21][C:22]1[CH:23]=[C:24]([CH:47]=[CH:48][C:49]=1[Cl:50])[CH2:25][N:26]1[CH2:31][CH2:30][N:29]([CH2:32][C@H:33]([NH:37][S:15]([C:12]2[CH:13]=[CH:14][C:9]([F:8])=[CH:10][CH:11]=2)(=[O:17])=[O:16])[CH:34]([CH3:36])[CH3:35])[CH2:28][CH2:27]1. (3) The product is: [Br:1][C:2]1[CH:3]=[C:4]([C:8]2([C:16]#[N:17])[CH2:14][C@@H:13]3[N:15]([C:27]([CH3:31])([CH3:30])[C:28]#[CH:29])[C@@H:10]([CH2:11][CH2:12]3)[CH2:9]2)[CH:5]=[N:6][CH:7]=1. Given the reactants [Br:1][C:2]1[CH:3]=[C:4]([C:8]2([C:16]#[N:17])[CH2:14][C@@H:13]3[NH:15][C@@H:10]([CH2:11][CH2:12]3)[CH2:9]2)[CH:5]=[N:6][CH:7]=1.C([O-])([O-])=O.[K+].[K+].[I-].[Na+].Cl[C:27]([CH3:31])([CH3:30])[C:28]#[CH:29], predict the reaction product. (4) Given the reactants [F:1][C:2]1[CH:7]=[CH:6][C:5]([N:8]2[C:12]3([CH2:17][CH2:16][N:15]([CH2:18][CH2:19][CH2:20][N:21]4[C:25]5[CH:26]=[CH:27][CH:28]=[CH:29][C:24]=5[NH:23][C:22]4=[O:30])[CH2:14][CH2:13]3)[C:11](=[O:31])[N:10]([CH2:32][C:33]3[CH:34]=[C:35]([CH:40]=[CH:41][CH:42]=3)[C:36]([O:38]C)=[O:37])[CH2:9]2)=[CH:4][CH:3]=1.O.[OH-].[Li+], predict the reaction product. The product is: [F:1][C:2]1[CH:3]=[CH:4][C:5]([N:8]2[C:12]3([CH2:17][CH2:16][N:15]([CH2:18][CH2:19][CH2:20][N:21]4[C:25]5[CH:26]=[CH:27][CH:28]=[CH:29][C:24]=5[NH:23][C:22]4=[O:30])[CH2:14][CH2:13]3)[C:11](=[O:31])[N:10]([CH2:32][C:33]3[CH:34]=[C:35]([CH:40]=[CH:41][CH:42]=3)[C:36]([OH:38])=[O:37])[CH2:9]2)=[CH:6][CH:7]=1. (5) Given the reactants [OH:1][C:2]1[CH:3]=[C:4]([C:8]2[C:17]3[C:12](=[C:13]([C:18]([F:21])([F:20])[F:19])[CH:14]=[CH:15][CH:16]=3)[N:11]=[CH:10][C:9]=2[C:22]([C:24]2[CH:29]=[CH:28][CH:27]=[CH:26][CH:25]=2)=[O:23])[CH:5]=[CH:6][CH:7]=1.Br[CH2:31][C:32]1[CH:37]=[CH:36][CH:35]=[CH:34][N:33]=1, predict the reaction product. The product is: [C:24]1([C:22]([C:9]2[CH:10]=[N:11][C:12]3[C:17]([C:8]=2[C:4]2[CH:5]=[CH:6][CH:7]=[C:2]([O:1][CH2:31][C:32]4[CH:37]=[CH:36][CH:35]=[CH:34][N:33]=4)[CH:3]=2)=[CH:16][CH:15]=[CH:14][C:13]=3[C:18]([F:21])([F:19])[F:20])=[O:23])[CH:25]=[CH:26][CH:27]=[CH:28][CH:29]=1. (6) Given the reactants [NH2:1][C@@H:2]([CH3:5])[CH2:3][OH:4].[CH:6](=O)[C:7]1[CH:12]=[CH:11][CH:10]=[CH:9][CH:8]=1.[BH4-].[Na+].Cl, predict the reaction product. The product is: [C:7]1([CH2:6][NH:1][C@@H:2]([CH3:5])[CH2:3][OH:4])[CH:12]=[CH:11][CH:10]=[CH:9][CH:8]=1. (7) Given the reactants [CH3:1][O:2][C:3]1[CH:28]=[N:27][C:6]2[N:7]=[C:8]([N:14]3[CH2:17][CH:16]([N:18](C)[C:19](=O)OC(C)(C)C)[CH2:15]3)[C:9]3[N:10]([CH:11]=[N:12][N:13]=3)[C:5]=2[CH:4]=1.C(O)(C(F)(F)F)=O, predict the reaction product. The product is: [CH3:1][O:2][C:3]1[CH:28]=[N:27][C:6]2[N:7]=[C:8]([N:14]3[CH2:15][CH:16]([NH:18][CH3:19])[CH2:17]3)[C:9]3[N:10]([CH:11]=[N:12][N:13]=3)[C:5]=2[CH:4]=1. (8) Given the reactants [F:1][C:2]1[CH:11]=[C:10]2[C:5]([CH:6]=[CH:7][CH:8]=[N:9]2)=[CH:4][C:3]=1[CH2:12][C:13]1[N:17]2[N:18]=[C:19]([C:22]3[CH:23]=[N:24][N:25]([CH2:27][CH2:28][O:29]C4CCCCO4)[CH:26]=3)[CH:20]=[CH:21][C:16]2=[N:15][CH:14]=1.Cl, predict the reaction product. The product is: [F:1][C:2]1[CH:11]=[C:10]2[C:5]([CH:6]=[CH:7][CH:8]=[N:9]2)=[CH:4][C:3]=1[CH2:12][C:13]1[N:17]2[N:18]=[C:19]([C:22]3[CH:23]=[N:24][N:25]([CH2:27][CH2:28][OH:29])[CH:26]=3)[CH:20]=[CH:21][C:16]2=[N:15][CH:14]=1. (9) The product is: [NH2:11][C:12]1[CH:20]=[CH:19][CH:18]=[CH:17][C:13]=1[C:14]([NH:7][CH:1]1[CH2:6][CH2:5][CH2:4][CH2:3][CH2:2]1)=[O:16]. Given the reactants [CH:1]1([NH2:7])[CH2:6][CH2:5][CH2:4][CH2:3][CH2:2]1.N=C=N.[NH2:11][C:12]1[CH:20]=[CH:19][CH:18]=[CH:17][C:13]=1[C:14]([OH:16])=O.C(N(C(C)C)CC)(C)C.C1C=CC2N(O)N=NC=2C=1, predict the reaction product.